From a dataset of Reaction yield outcomes from USPTO patents with 853,638 reactions. Predict the reaction yield, written as a fraction of the theoretical maximum amount of product (1.0 means a 100% yield; for example, 0.34 means a 34% yield). The reactants are [Cl:1][C:2]1[CH:7]=[CH:6][C:5]([C:8]2[C:12]([CH2:13][O:14][C:15]3[CH:16]=[C:17]([C:21](O)=[O:22])[N:18]([CH3:20])[N:19]=3)=[C:11]([CH2:24][OH:25])[O:10][N:9]=2)=[CH:4][CH:3]=1.Cl.[F:27][C:28]1([F:34])[CH2:33][CH2:32][NH:31][CH2:30][CH2:29]1. No catalyst specified. The product is [Cl:1][C:2]1[CH:3]=[CH:4][C:5]([C:8]2[C:12]([CH2:13][O:14][C:15]3[CH:16]=[C:17]([C:21]([N:31]4[CH2:32][CH2:33][C:28]([F:34])([F:27])[CH2:29][CH2:30]4)=[O:22])[N:18]([CH3:20])[N:19]=3)=[C:11]([CH2:24][OH:25])[O:10][N:9]=2)=[CH:6][CH:7]=1. The yield is 0.670.